Task: Predict the reactants needed to synthesize the given product.. Dataset: Full USPTO retrosynthesis dataset with 1.9M reactions from patents (1976-2016) (1) Given the product [Cl:1][C:2]1[CH:7]=[CH:6][C:5]([C:8]2[C:9]([C:14]([O:16][CH3:17])=[O:15])=[CH:10][CH:11]=[CH:12][CH:13]=2)=[CH:4][C:3]=1[C:18]([NH:29][C@@H:28]([CH:30]1[CH2:35][CH2:34][CH2:33][CH2:32][CH2:31]1)[CH3:27])=[O:20], predict the reactants needed to synthesize it. The reactants are: [Cl:1][C:2]1[CH:7]=[CH:6][C:5]([C:8]2[C:9]([C:14]([O:16][CH3:17])=[O:15])=[CH:10][CH:11]=[CH:12][CH:13]=2)=[CH:4][C:3]=1[C:18]([O-:20])=O.C(Cl)(=O)C(Cl)=O.[CH3:27][C@H:28]([CH:30]1[CH2:35][CH2:34][CH2:33][CH2:32][CH2:31]1)[NH2:29].C(N(CC)CC)C. (2) Given the product [C:1]([C:5]1[N:10]=[CH:9][C:8]([C:11]2[N:12]([C:32]([N:34]3[CH2:35][CH2:36][CH:37]([CH2:40][C:41]([N:52]([CH2:53][CH2:54][O:55][CH2:56][CH3:57])[CH2:51][CH2:50][O:49][CH2:47][CH3:48])=[O:43])[CH2:38][CH2:39]3)=[O:33])[C@@:13]([C:25]3[CH:26]=[CH:27][C:28]([Cl:31])=[CH:29][CH:30]=3)([CH3:24])[C@@:14]([C:17]3[CH:18]=[CH:19][C:20]([Cl:23])=[CH:21][CH:22]=3)([CH3:16])[N:15]=2)=[C:7]([O:44][CH2:45][CH3:46])[CH:6]=1)([CH3:4])([CH3:2])[CH3:3], predict the reactants needed to synthesize it. The reactants are: [C:1]([C:5]1[N:10]=[CH:9][C:8]([C:11]2[N:12]([C:32]([N:34]3[CH2:39][CH2:38][CH:37]([CH2:40][C:41]([OH:43])=O)[CH2:36][CH2:35]3)=[O:33])[C@@:13]([C:25]3[CH:30]=[CH:29][C:28]([Cl:31])=[CH:27][CH:26]=3)([CH3:24])[C@@:14]([C:17]3[CH:22]=[CH:21][C:20]([Cl:23])=[CH:19][CH:18]=3)([CH3:16])[N:15]=2)=[C:7]([O:44][CH2:45][CH3:46])[CH:6]=1)([CH3:4])([CH3:3])[CH3:2].[CH2:47]([O:49][CH2:50][CH2:51][NH:52][CH2:53][CH2:54][O:55][CH2:56][CH3:57])[CH3:48].